This data is from Reaction yield outcomes from USPTO patents with 853,638 reactions. The task is: Predict the reaction yield, written as a fraction of the theoretical maximum amount of product (1.0 means a 100% yield; for example, 0.34 means a 34% yield). The product is [Br:1][C:2]1[CH:7]=[CH:6][C:5]([NH:8][C:9](=[O:14])[C:10]([F:12])([F:13])[F:11])=[C:4]([CH2:15][Br:16])[CH:3]=1. The yield is 0.680. The reactants are [Br:1][C:2]1[CH:7]=[CH:6][C:5]([NH:8][C:9](=[O:14])[C:10]([F:13])([F:12])[F:11])=[C:4]([CH3:15])[CH:3]=1.[Br:16]N1C(=O)CCC1=O. The catalyst is C(Cl)(Cl)(Cl)Cl.